Dataset: Catalyst prediction with 721,799 reactions and 888 catalyst types from USPTO. Task: Predict which catalyst facilitates the given reaction. (1) Reactant: [OH:1][CH2:2][CH2:3][C:4]1[CH:9]=[CH:8][C:7]([CH2:10][CH2:11][C:12]2[N:13]=[C:14]([NH:17][C:18](=[O:20])[CH3:19])[S:15][CH:16]=2)=[CH:6][CH:5]=1.[C:21]([N:28]1C=CN=C1)(N1C=CN=C1)=[O:22].[C:33]([O:37][C:38]([CH3:41])([CH3:40])[CH3:39])(=[O:36])[NH:34]N. Product: [NH:28]([C:21]([O:1][CH2:2][CH2:3][C:4]1[CH:9]=[CH:8][C:7]([CH2:10][CH2:11][C:12]2[N:13]=[C:14]([NH:17][C:18](=[O:20])[CH3:19])[S:15][CH:16]=2)=[CH:6][CH:5]=1)=[O:22])[NH:34][C:33]([O:37][C:38]([CH3:41])([CH3:40])[CH3:39])=[O:36]. The catalyst class is: 7. (2) Reactant: [F:1][C:2]1[CH:18]=[C:17]([N+:19]([O-:21])=[O:20])[CH:16]=[CH:15][C:3]=1[O:4][C:5]1[CH:10]=[CH:9][N:8]=[CH:7][C:6]=1[C:11]#[C:12][CH2:13]O.CCN(C(C)C)C(C)C.CS(Cl)(=O)=O.[C:36]([O:40][C:41](=[O:48])[NH:42][CH2:43][CH:44]1[CH2:47][NH:46][CH2:45]1)([CH3:39])([CH3:38])[CH3:37]. Product: [F:1][C:2]1[CH:18]=[C:17]([N+:19]([O-:21])=[O:20])[CH:16]=[CH:15][C:3]=1[O:4][C:5]1[CH:10]=[CH:9][N:8]=[CH:7][C:6]=1[C:11]#[C:12][CH2:13][N:46]1[CH2:47][CH:44]([CH2:43][NH:42][C:41](=[O:48])[O:40][C:36]([CH3:38])([CH3:37])[CH3:39])[CH2:45]1. The catalyst class is: 118.